This data is from Reaction yield outcomes from USPTO patents with 853,638 reactions. The task is: Predict the reaction yield, written as a fraction of the theoretical maximum amount of product (1.0 means a 100% yield; for example, 0.34 means a 34% yield). (1) The reactants are N#N.[SH:3][CH2:4][CH2:5][CH2:6][Si:7]([O:14][CH2:15][CH3:16])([O:11][CH2:12][CH3:13])[O:8][CH2:9][CH3:10].[SiH4].[C:18](Cl)(=[O:26])[CH2:19][CH2:20][CH2:21][CH2:22][CH2:23][CH2:24][CH3:25]. The catalyst is CCCCCC.C(N(CC)CC)C. The product is [C:18]([S:3][CH2:4][CH2:5][CH2:6][Si:7]([O:14][CH2:15][CH3:16])([O:8][CH2:9][CH3:10])[O:11][CH2:12][CH3:13])(=[O:26])[CH2:19][CH2:20][CH2:21][CH2:22][CH2:23][CH2:24][CH3:25]. The yield is 0.870. (2) The reactants are [CH3:1][O:2][C:3]1[CH:4]=[C:5]2[C:10](=[CH:11][C:12]=1[CH3:13])[NH:9][CH:8]=[C:7]([C:14]([O:16]CC)=[O:15])[C:6]2=[O:19]. The catalyst is [OH-].[Na+]. The product is [CH3:1][O:2][C:3]1[CH:4]=[C:5]2[C:10](=[CH:11][C:12]=1[CH3:13])[NH:9][CH:8]=[C:7]([C:14]([OH:16])=[O:15])[C:6]2=[O:19]. The yield is 0.980. (3) The reactants are N([O-])=O.[Na+].[Cl:5][C:6]1[CH:18]=[CH:17][CH:16]=[CH:15][C:7]=1[O:8][C:9]1[S:13][C:12](N)=[N:11][CH:10]=1.[PH2](O)=O.[OH-].[Na+]. The catalyst is O.P(=O)(O)(O)O.[N+]([O-])(O)=O. The product is [Cl:5][C:6]1[CH:18]=[CH:17][CH:16]=[CH:15][C:7]=1[O:8][C:9]1[S:13][CH:12]=[N:11][CH:10]=1. The yield is 0.380. (4) The reactants are [CH2:1]([O:8][C:9]([CH:11]1[CH2:22][C:21]2[N:20]([CH3:23])[CH:19]=[CH:18][C:17]=2[CH:16]2[CH:12]1[C:13](=[O:25])[NH:14][C:15]2=[O:24])=[O:10])[C:2]1[CH:7]=[CH:6][CH:5]=[CH:4][CH:3]=1. The catalyst is O1CCOCC1.[O-2].[O-2].[Mn+4]. The product is [CH2:1]([O:8][C:9]([C:11]1[C:12]2[C:13](=[O:25])[NH:14][C:15](=[O:24])[C:16]=2[C:17]2[CH:18]=[CH:19][N:20]([CH3:23])[C:21]=2[CH:22]=1)=[O:10])[C:2]1[CH:3]=[CH:4][CH:5]=[CH:6][CH:7]=1. The yield is 0.270. (5) The reactants are [CH:1]1([C:7](Cl)=[O:8])[CH2:6][CH2:5][CH2:4][CH2:3][CH2:2]1.[CH3:10][O:11][C:12]1[CH:18]=[CH:17][C:16]([O:19][CH3:20])=[CH:15][C:13]=1[NH2:14].C(OCC)(=O)C.CCCCCCC. The catalyst is O. The product is [CH3:10][O:11][C:12]1[CH:18]=[CH:17][C:16]([O:19][CH3:20])=[CH:15][C:13]=1[NH:14][C:7]([CH:1]1[CH2:6][CH2:5][CH2:4][CH2:3][CH2:2]1)=[O:8]. The yield is 0.670. (6) The reactants are [C:1]1([CH:8]=[CH:7][CH:6]=[C:4]([OH:5])[CH:3]=1)[OH:2].O[CH:10]([C:14]1[CH:19]=CC=[CH:16][CH:15]=1)[C:11]([OH:13])=O.B(F)(F)F.CC[O:26][CH2:27][CH3:28].[CH3:29]S(Cl)(=O)=O. The catalyst is CCOCC.CCCCCC. The product is [CH:15]1[C:14]([C:10]2[C:11](=[O:13])[C:8]3[CH:7]=[CH:6][C:4]([OH:5])=[CH:3][C:1]=3[O:2][CH:29]=2)=[CH:19][CH:28]=[C:27]([OH:26])[CH:16]=1. The yield is 0.440. (7) The reactants are Cl[C:2]1[CH:7]=[CH:6][C:5]([N+:8]([O-:10])=[O:9])=[CH:4][N:3]=1.Br.[NH2:12][C:13]1[CH:14]=[CH:15][C:16]([F:20])=[C:17]([OH:19])[CH:18]=1.C(=O)([O-])[O-].[K+].[K+].O. The catalyst is CN(C)C=O. The product is [F:20][C:16]1[CH:15]=[CH:14][C:13]([NH2:12])=[CH:18][C:17]=1[O:19][C:2]1[CH:7]=[CH:6][C:5]([N+:8]([O-:10])=[O:9])=[CH:4][N:3]=1. The yield is 0.880.